From a dataset of Full USPTO retrosynthesis dataset with 1.9M reactions from patents (1976-2016). Predict the reactants needed to synthesize the given product. (1) Given the product [CH3:14][C:15]1([CH3:23])[O:22][C:20](=[O:21])[CH:19]([CH2:8][C:7]2[CH:10]=[CH:11][C:4]([O:3][C:2]([F:13])([F:12])[F:1])=[CH:5][CH:6]=2)[C:17](=[O:18])[O:16]1, predict the reactants needed to synthesize it. The reactants are: [F:1][C:2]([F:13])([F:12])[O:3][C:4]1[CH:11]=[CH:10][C:7]([CH:8]=O)=[CH:6][CH:5]=1.[CH3:14][C:15]1([CH3:23])[O:22][C:20](=[O:21])[CH2:19][C:17](=[O:18])[O:16]1.C([O-])(=O)C.[NH2+]1CCCCC1.[Na].Cl. (2) Given the product [NH2:19][C@@H:15]([CH2:14][C:11]1[CH:10]=[CH:9][C:8]([C:6]2[CH:5]=[C:4]([O:27][CH:28]([C:33]3[CH:38]=[CH:37][CH:36]=[CH:35][C:34]=3[C:39]3[CH:40]=[N:41][C:42]([C:45]#[N:46])=[CH:43][CH:44]=3)[C:29]([F:32])([F:30])[F:31])[N:3]=[C:2]([NH2:1])[N:7]=2)=[CH:13][CH:12]=1)[C:16]([OH:18])=[O:17], predict the reactants needed to synthesize it. The reactants are: [NH2:1][C:2]1[N:7]=[C:6]([C:8]2[CH:13]=[CH:12][C:11]([CH2:14][C@H:15]([NH:19]C(OC(C)(C)C)=O)[C:16]([OH:18])=[O:17])=[CH:10][CH:9]=2)[CH:5]=[C:4]([O:27][CH:28]([C:33]2[CH:38]=[CH:37][CH:36]=[CH:35][C:34]=2[C:39]2[CH:40]=[N:41][C:42]([C:45]#[N:46])=[CH:43][CH:44]=2)[C:29]([F:32])([F:31])[F:30])[N:3]=1. (3) Given the product [CH2:15]([N:4]1[CH2:1][CH:2]2[C:6]([C:9]3[CH:10]=[N:11][CH:12]=[CH:13][CH:14]=3)([NH:7][O:8][CH2:3]2)[CH2:5]1)[CH:16]=[CH2:17], predict the reactants needed to synthesize it. The reactants are: [CH2:1]([N:4]([CH2:15][CH:16]=[CH2:17])[CH2:5][C:6]([C:9]1[CH:10]=[N:11][CH:12]=[CH:13][CH:14]=1)=[N:7][OH:8])[CH:2]=[CH2:3]. (4) Given the product [CH3:15][O:16][C:17]1[CH:18]=[C:19]([S:25]([NH:5][CH2:4][CH2:3][N:2]([CH3:1])[S:25]([C:13]2[CH:12]=[CH:14][C:22]([O:23][CH3:24])=[C:17]([O:16][CH3:15])[CH:18]=2)(=[O:27])=[O:26])(=[O:27])=[O:26])[CH:20]=[CH:21][C:22]=1[O:23][CH3:24], predict the reactants needed to synthesize it. The reactants are: [CH3:1][NH:2][CH2:3][CH2:4][NH2:5].CCN([CH:12]([CH3:14])[CH3:13])C(C)C.[CH3:15][O:16][C:17]1[CH:18]=[C:19]([S:25](Cl)(=[O:27])=[O:26])[CH:20]=[CH:21][C:22]=1[O:23][CH3:24]. (5) Given the product [CH3:34][O:33][C:30]1[N:31]=[CH:32][C:27]([C:2]#[C:1][C:3]2[N:7]3[N:8]=[C:9]([C:12]4[CH:13]=[CH:14][C:15]([C:18]([N:20]5[CH2:21][CH2:22][O:23][CH2:24][CH2:25]5)=[O:19])=[CH:16][CH:17]=4)[CH:10]=[CH:11][C:6]3=[N:5][CH:4]=2)=[CH:28][CH:29]=1, predict the reactants needed to synthesize it. The reactants are: [C:1]([C:3]1[N:7]2[N:8]=[C:9]([C:12]3[CH:17]=[CH:16][C:15]([C:18]([N:20]4[CH2:25][CH2:24][O:23][CH2:22][CH2:21]4)=[O:19])=[CH:14][CH:13]=3)[CH:10]=[CH:11][C:6]2=[N:5][CH:4]=1)#[CH:2].Br[C:27]1[CH:28]=[CH:29][C:30]([O:33][CH3:34])=[N:31][CH:32]=1. (6) Given the product [CH2:10]([NH:12][C:13]1[CH:18]=[C:17]([O:7][C:1]2[CH:6]=[CH:5][CH:4]=[CH:3][CH:2]=2)[CH:16]=[CH:15][C:14]=1[N+:20]([O-:22])=[O:21])[CH3:11], predict the reactants needed to synthesize it. The reactants are: [C:1]1([OH:7])[CH:6]=[CH:5][CH:4]=[CH:3][CH:2]=1.[H-].[Na+].[CH2:10]([NH:12][C:13]1[CH:18]=[C:17](F)[CH:16]=[CH:15][C:14]=1[N+:20]([O-:22])=[O:21])[CH3:11].O. (7) Given the product [ClH:19].[CH:12](/[C:2]1[N:6]2[N:7]=[C:8]([NH:11][CH2:12][C:13]3[CH:18]=[CH:17][CH:16]=[CH:15][N:14]=3)[CH:9]=[CH:10][C:5]2=[N:4][CH:3]=1)=[CH:13]\[CH2:18][CH2:17][CH2:16][CH2:23][CH3:24], predict the reactants needed to synthesize it. The reactants are: Br[C:2]1[N:6]2[N:7]=[C:8]([NH:11][CH2:12][C:13]3[CH:18]=[CH:17][CH:16]=[CH:15][N:14]=3)[CH:9]=[CH:10][C:5]2=[N:4][CH:3]=1.[ClH:19].CCO[CH2:23][CH3:24]. (8) Given the product [F:1][C:2]1[CH:3]=[CH:4][C:5]([C@@H:8]2[CH2:12][N:11]([C:22]([O:21][C:18]([CH3:20])([CH3:19])[CH3:17])=[O:23])[CH2:10][C@H:9]2[C:13]([O:15][CH3:16])=[O:14])=[N:6][CH:7]=1, predict the reactants needed to synthesize it. The reactants are: [F:1][C:2]1[CH:3]=[CH:4][C:5]([C@@H:8]2[CH2:12][NH:11][CH2:10][C@H:9]2[C:13]([O:15][CH3:16])=[O:14])=[N:6][CH:7]=1.[CH3:17][C:18]([O:21][C:22](O[C:22]([O:21][C:18]([CH3:20])([CH3:19])[CH3:17])=[O:23])=[O:23])([CH3:20])[CH3:19].C(N(CC)CC)C. (9) Given the product [CH2:1]([O:5][C:6]1[CH:11]=[CH:10][C:9]([C:12]2[CH:17]=[CH:16][C:15]([B:25]([OH:28])[OH:26])=[C:14]([F:18])[C:13]=2[F:19])=[CH:8][CH:7]=1)[CH2:2][CH2:3][CH3:4], predict the reactants needed to synthesize it. The reactants are: [CH2:1]([O:5][C:6]1[CH:11]=[CH:10][C:9]([C:12]2[CH:17]=[CH:16][CH:15]=[C:14]([F:18])[C:13]=2[F:19])=[CH:8][CH:7]=1)[CH2:2][CH2:3][CH3:4].C([Li])(CC)C.[B:25](OC)([O:28]C)[O:26]C.Cl.